Dataset: Full USPTO retrosynthesis dataset with 1.9M reactions from patents (1976-2016). Task: Predict the reactants needed to synthesize the given product. (1) Given the product [OH:70][CH:37]1[N:41]([C:42]2[S:43][C:44]([C:48]([NH:50][CH2:51][C:52]3[CH:53]=[N:54][CH:55]=[CH:56][CH:57]=3)=[O:49])=[C:45]([CH3:47])[N:46]=2)[C:40](=[O:58])[N:39]([CH2:59][C:60]2[CH:65]=[CH:64][C:63]([C:66]([F:69])([F:68])[F:67])=[CH:62][CH:61]=2)[CH2:38]1, predict the reactants needed to synthesize it. The reactants are: C(NC(C1SC(NC(N(CC(OC)OC)CC2C=CC(F)=CC=2)=O)=NC=1C)=O)C1C=CC=CC=1.CO[CH:37]([O:70]C)[CH2:38][N:39]([CH2:59][C:60]1[CH:65]=[CH:64][C:63]([C:66]([F:69])([F:68])[F:67])=[CH:62][CH:61]=1)[C:40](=[O:58])[NH:41][C:42]1[S:43][C:44]([C:48]([NH:50][CH2:51][C:52]2[CH:53]=[N:54][CH:55]=[CH:56][CH:57]=2)=[O:49])=[C:45]([CH3:47])[N:46]=1. (2) The reactants are: [C:1]([N:5]1[CH:10]=[CH:9][C:8]([CH3:12])([CH3:11])[CH2:7][CH2:6]1)([CH3:4])([CH3:3])[CH3:2].C(N(CC)CC)C.[O:20]=[C:21]([C:26]1[CH:31]=[CH:30][CH:29]=[CH:28][CH:27]=1)[CH2:22][C:23](Cl)=[O:24].C(OCC)(=O)C. Given the product [C:1]([N:5]1[CH2:6][CH2:7][C:8]([CH3:12])([CH3:11])[C:9]([C:23](=[O:24])[CH2:22][C:21]([C:26]2[CH:31]=[CH:30][CH:29]=[CH:28][CH:27]=2)=[O:20])=[CH:10]1)([CH3:4])([CH3:2])[CH3:3], predict the reactants needed to synthesize it. (3) Given the product [CH2:29]([O:28][C:25]1[CH:24]=[CH:23][C:22]([S:21][CH2:20][CH2:19][CH2:18][N:8]([N:6]2[CH:5]=[N:4][N:3]=[CH:7]2)[C:9]2[CH:10]=[CH:11][C:12]([C:13]#[N:14])=[CH:15][CH:16]=2)=[CH:27][CH:26]=1)[C:30]1[CH:31]=[CH:32][CH:33]=[CH:34][CH:35]=1, predict the reactants needed to synthesize it. The reactants are: [H-].[Na+].[N:3]1[N:4]=[CH:5][N:6]([NH:8][C:9]2[CH:16]=[CH:15][C:12]([C:13]#[N:14])=[CH:11][CH:10]=2)[CH:7]=1.Br[CH2:18][CH2:19][CH2:20][S:21][C:22]1[CH:27]=[CH:26][C:25]([O:28][CH2:29][C:30]2[CH:35]=[CH:34][CH:33]=[CH:32][CH:31]=2)=[CH:24][CH:23]=1.C(OCC)(=O)C. (4) Given the product [Cl:1][C:2]1[CH:3]=[CH:4][C:5]2[N:6]([C:8]([N+:12]([O-:14])=[O:13])=[C:9]([CH3:11])[N:10]=2)[N:7]=1, predict the reactants needed to synthesize it. The reactants are: [Cl:1][C:2]1[CH:3]=[CH:4][C:5]2[N:6]([CH:8]=[C:9]([CH3:11])[N:10]=2)[N:7]=1.[N+:12]([O-])([OH:14])=[O:13].C(=O)(O)[O-].[Na+]. (5) Given the product [CH3:34][NH:35][C:3]([C:5]1[C:32]([Cl:33])=[CH:31][C:8]2[NH:9][CH2:10][CH:11]([C:13]([N:15]3[CH2:16][CH2:17][C:18]([C:29]#[N:30])([CH2:21][C:22]4[CH:23]=[CH:24][C:25]([F:28])=[CH:26][CH:27]=4)[CH2:19][CH2:20]3)=[O:14])[O:12][C:7]=2[CH:6]=1)=[O:2], predict the reactants needed to synthesize it. The reactants are: C[O:2][C:3]([C:5]1[C:32]([Cl:33])=[CH:31][C:8]2[NH:9][CH2:10][CH:11]([C:13]([N:15]3[CH2:20][CH2:19][C:18]([C:29]#[N:30])([CH2:21][C:22]4[CH:27]=[CH:26][C:25]([F:28])=[CH:24][CH:23]=4)[CH2:17][CH2:16]3)=[O:14])[O:12][C:7]=2[CH:6]=1)=O.[CH3:34][NH2:35]. (6) Given the product [CH2:1]([N:8]1[CH2:13][CH2:12][CH2:11][CH:10]([NH:27][C:24]2[CH:25]=[C:26]3[C:21]([CH2:20][CH2:19][N:18]3[C:15](=[O:17])[CH3:16])=[CH:22][CH:23]=2)[CH2:9]1)[C:2]1[CH:7]=[CH:6][CH:5]=[CH:4][CH:3]=1, predict the reactants needed to synthesize it. The reactants are: [CH2:1]([N:8]1[CH2:13][CH2:12][CH2:11][C:10](=O)[CH2:9]1)[C:2]1[CH:7]=[CH:6][CH:5]=[CH:4][CH:3]=1.[C:15]([N:18]1[C:26]2[C:21](=[CH:22][CH:23]=[C:24]([NH2:27])[CH:25]=2)[CH2:20][CH2:19]1)(=[O:17])[CH3:16].[BH-](OC(C)=O)(OC(C)=O)OC(C)=O.[Na+].CC(O)=O.